This data is from Catalyst prediction with 721,799 reactions and 888 catalyst types from USPTO. The task is: Predict which catalyst facilitates the given reaction. (1) Reactant: FC1C=[C:8]([O:10]C)C=C(F)C=1CN.C([N:16](CC)C(C)C)(C)C.C(N1C=CN=C1)(N1C=CN=C1)=O.C(N(CC)CC)C.[F:41][C:42]1[CH:71]=[C:70]([O:72][CH3:73])[CH:69]=[C:68]([F:74])[C:43]=1[CH2:44][N:45]1[C:50]2[N:51]=[CH:52][CH:53]=[CH:54][C:49]=2[S:48](=[O:56])(=[O:55])[N:47]([C:57]2[CH:62]=[CH:61]C(OC)=[C:59]([O:65][CH3:66])[CH:58]=2)[C:46]1=[O:67]. Product: [F:74][C:68]1[CH:69]=[C:70]([O:72][CH3:73])[CH:71]=[C:42]([F:41])[C:43]=1[CH2:44][N:45]1[C:50]2[N:51]=[CH:52][CH:53]=[CH:54][C:49]=2[S:48](=[O:56])(=[O:55])[N:47]([C:57]2[CH:62]=[C:61]([O:10][CH3:8])[N:16]=[C:59]([O:65][CH3:66])[CH:58]=2)[C:46]1=[O:67]. The catalyst class is: 3. (2) Reactant: [CH3:1][CH2:2][C:3]([C:5]1[CH:10]=[CH:9][C:8]([Cl:11])=[CH:7][CH:6]=1)=[O:4].[Br:12]Br. Product: [Cl:11][C:8]1[CH:7]=[CH:6][C:5]([C:3]([CH:2]([Br:12])[CH3:1])=[O:4])=[CH:10][CH:9]=1. The catalyst class is: 22. (3) Reactant: [N+:1]([C:4]1[CH:5]=[C:6]([OH:11])[C:7](=[CH:9][CH:10]=1)[OH:8])([O-:3])=[O:2].C(=O)([O-])[O-].[Li+].[Li+].[CH2:18]([CH:20]1[O:22][CH2:21]1)Cl.O. Product: [N+:1]([C:4]1[CH:10]=[CH:9][C:7]2[O:8][CH2:18][CH:20]([CH2:21][OH:22])[O:11][C:6]=2[CH:5]=1)([O-:3])=[O:2]. The catalyst class is: 3. (4) Reactant: [F:1][C:2]1[C:7]([CH3:8])=[CH:6][C:5]([NH:9]C(=O)C)=[C:4]([N+:13]([O-:15])=[O:14])[CH:3]=1.[OH-].[K+].CO. Product: [F:1][C:2]1[C:7]([CH3:8])=[CH:6][C:5]([NH2:9])=[C:4]([N+:13]([O-:15])=[O:14])[CH:3]=1. The catalyst class is: 6. (5) Reactant: [C:1]([O:5][C:6](=[O:46])[NH:7][C:8](=[N:27][C:28](=[O:45])[CH2:29][C:30]([C:35]1[CH:40]=[CH:39][C:38]([O:41][CH2:42][CH:43]=[CH2:44])=[CH:37][CH:36]=1)=[N:31][O:32][CH2:33][CH3:34])[CH2:9][C:10]1[CH:15]=[C:14]([Cl:16])[C:13]([NH:17][C:18](=[O:25])[CH2:19][NH:20][CH2:21][CH2:22][CH:23]=[CH2:24])=[C:12]([Cl:26])[CH:11]=1)([CH3:4])([CH3:3])[CH3:2].C(N(C(C)C)CC)(C)C.[CH3:56][C:57]([O:60][C:61](O[C:61]([O:60][C:57]([CH3:59])([CH3:58])[CH3:56])=[O:62])=[O:62])([CH3:59])[CH3:58]. Product: [C:1]([O:5][C:6](=[O:46])[NH:7][C:8](=[N:27][C:28](=[O:45])[CH2:29][C:30]([C:35]1[CH:40]=[CH:39][C:38]([O:41][CH2:42][CH:43]=[CH2:44])=[CH:37][CH:36]=1)=[N:31][O:32][CH2:33][CH3:34])[CH2:9][C:10]1[CH:15]=[C:14]([Cl:16])[C:13]([NH:17][C:18](=[O:25])[CH2:19][N:20]([CH2:21][CH2:22][CH:23]=[CH2:24])[C:61]([O:60][C:57]([CH3:59])([CH3:58])[CH3:56])=[O:62])=[C:12]([Cl:26])[CH:11]=1)([CH3:2])([CH3:4])[CH3:3]. The catalyst class is: 4.